Dataset: Aqueous solubility values for 9,982 compounds from the AqSolDB database. Task: Regression/Classification. Given a drug SMILES string, predict its absorption, distribution, metabolism, or excretion properties. Task type varies by dataset: regression for continuous measurements (e.g., permeability, clearance, half-life) or binary classification for categorical outcomes (e.g., BBB penetration, CYP inhibition). For this dataset (solubility_aqsoldb), we predict Y. The compound is Oc1cccc(Br)c1. The Y is -0.876 log mol/L.